This data is from Reaction yield outcomes from USPTO patents with 853,638 reactions. The task is: Predict the reaction yield, written as a fraction of the theoretical maximum amount of product (1.0 means a 100% yield; for example, 0.34 means a 34% yield). (1) The reactants are Br[Zn][CH2:3][C:4]([O:6][CH2:7][CH3:8])=[O:5].[N+:9]([C:12]1[CH:19]=[CH:18][C:15]([C:16]#N)=[CH:14][CH:13]=1)([O-:11])=[O:10].Cl.C(OCC)(=[O:23])C. The catalyst is C1COCC1. The product is [N+:9]([C:12]1[CH:19]=[CH:18][C:15]([C:16](=[O:23])[CH2:3][C:4]([O:6][CH2:7][CH3:8])=[O:5])=[CH:14][CH:13]=1)([O-:11])=[O:10]. The yield is 0.880. (2) The yield is 0.200. The reactants are Br[C:2]1C=C2C(=O)OC(=O)C2=CC=1.C[O:14][C:15]([C:17]1[C:18]([C:24]([OH:26])=[O:25])=[CH:19][C:20]([Br:23])=[CH:21][CH:22]=1)=[O:16]. The product is [CH3:2][O:26][C:24]([C:18]1[C:17]([C:15]([OH:14])=[O:16])=[CH:22][CH:21]=[C:20]([Br:23])[CH:19]=1)=[O:25]. The catalyst is C[O-].[Na+].CO.O1CCCC1. (3) The reactants are [F:1][C:2]1[CH:9]=[CH:8][C:5]([CH:6]=[O:7])=[CH:4][C:3]=1[O:10][CH3:11].[Br-:12].[K+].BrBr. The catalyst is O. The product is [Br:12][C:8]1[CH:9]=[C:2]([F:1])[C:3]([O:10][CH3:11])=[CH:4][C:5]=1[CH:6]=[O:7]. The yield is 0.920. (4) The reactants are [Cl:1][C:2]1[N:11]=[CH:10][C:9]2[NH:8][CH2:7][CH:6]3[CH2:12][O:13][CH2:14][CH2:15][N:5]3[C:4]=2[N:3]=1.CC(C)([O-])C.[Na+].Br[CH2:23][C:24]1[CH:33]=[CH:32][C:27]([C:28]([O:30][CH3:31])=[O:29])=[CH:26][CH:25]=1. The yield is 0.230. The catalyst is CS(C)=O.C(OCC)(=O)C. The product is [Cl:1][C:2]1[N:11]=[CH:10][C:9]2[N:8]([CH2:23][C:24]3[CH:33]=[CH:32][C:27]([C:28]([O:30][CH3:31])=[O:29])=[CH:26][CH:25]=3)[CH2:7][CH:6]3[CH2:12][O:13][CH2:14][CH2:15][N:5]3[C:4]=2[N:3]=1. (5) The product is [Cl:1][C:2]1[C:3]([CH3:28])=[C:4]([NH:10][C@@H:11]([C:12]2[O:13][C:16]([C:17]3[CH:18]=[CH:19][CH:20]=[CH:21][CH:22]=3)=[N:15][N:14]=2)[C:24]([OH:27])([CH3:26])[CH3:25])[CH:5]=[CH:6][C:7]=1[C:8]#[N:9]. The catalyst is C1COCC1. The yield is 0.280. The reactants are [Cl:1][C:2]1[C:3]([CH3:28])=[C:4]([NH:10][C@H:11]([C:24]([OH:27])([CH3:26])[CH3:25])[C:12]([NH:14][NH:15][C:16](=O)[C:17]2[CH:22]=[CH:21][CH:20]=[CH:19][CH:18]=2)=[O:13])[CH:5]=[CH:6][C:7]=1[C:8]#[N:9].CCN(P1(N(C)CCCN1C)=NC(C)(C)C)CC. (6) The reactants are [N:1]1([CH2:6][C:7]2[CH:12]=[CH:11][C:10]([C:13]3[CH:18]=[CH:17][C:16]([CH2:19][CH2:20][C:21]([C:23]4[O:24][C:25]([C:28]5[N:33]=[C:32]([C:34]([O:36]C)=[O:35])[CH:31]=[CH:30][CH:29]=5)=[CH:26][N:27]=4)=[O:22])=[CH:15][CH:14]=3)=[CH:9][CH:8]=2)[CH2:5][CH2:4][CH2:3][CH2:2]1.[Li+].[OH-].Cl. The catalyst is C1COCC1.O.C(Cl)Cl. The product is [N:1]1([CH2:6][C:7]2[CH:8]=[CH:9][C:10]([C:13]3[CH:18]=[CH:17][C:16]([CH2:19][CH2:20][C:21]([C:23]4[O:24][C:25]([C:28]5[N:33]=[C:32]([C:34]([OH:36])=[O:35])[CH:31]=[CH:30][CH:29]=5)=[CH:26][N:27]=4)=[O:22])=[CH:15][CH:14]=3)=[CH:11][CH:12]=2)[CH2:2][CH2:3][CH2:4][CH2:5]1. The yield is 0.550. (7) The reactants are Cl[C:2]1[C:11]2[N:12]([CH2:15][C:16]3[CH:21]=[CH:20][C:19]([O:22][CH3:23])=[CH:18][CH:17]=3)[N:13]=[CH:14][C:10]=2[C:9]2[CH:8]=[C:7]([C:24]3[CH:25]=[N:26][CH:27]=[CH:28][CH:29]=3)[CH:6]=[CH:5][C:4]=2[N:3]=1.[H-].[H-].[H-].[H-].[Li+].[Al+3].C(C1C(=O)C(Cl)=C(Cl)C(=O)C=1C#N)#N. The catalyst is C1COCC1.C(OCC)C.CC(O)=O. The product is [CH3:23][O:22][C:19]1[CH:18]=[CH:17][C:16]([CH2:15][N:12]2[C:11]3[CH:2]=[N:3][C:4]4[CH:5]=[CH:6][C:7]([C:24]5[CH:25]=[N:26][CH:27]=[CH:28][CH:29]=5)=[CH:8][C:9]=4[C:10]=3[CH:14]=[N:13]2)=[CH:21][CH:20]=1. The yield is 0.346. (8) The reactants are [C:1]1([CH:7]=[C:8]([C:12]2[CH:17]=[CH:16][N:15]=[CH:14][CH:13]=2)[C:9](=[O:11])[CH3:10])[CH:6]=[CH:5][CH:4]=[CH:3][CH:2]=1.[OH:18]O.[OH-].[Na+]. The catalyst is CO. The product is [C:1]1([CH:7]2[O:18][C:8]2([C:12]2[CH:17]=[CH:16][N:15]=[CH:14][CH:13]=2)[C:9](=[O:11])[CH3:10])[CH:6]=[CH:5][CH:4]=[CH:3][CH:2]=1. The yield is 0.200. (9) The reactants are C(N(CC)CC)C.[CH:8]([C:10]1[C:18]2[C:13](=[CH:14][CH:15]=[CH:16][CH:17]=2)[N:12](C(OC(C)(C)C)=O)[CH:11]=1)=[O:9].[F:26][C:27]1[N:32]2[CH:33]=[C:34]([CH:36]=[N:37][C:38]3[CH:43]=[CH:42][CH:41]=[C:40]([O:44][CH3:45])[CH:39]=3)[N:35]=[C:31]2[CH:30]=[CH:29][CH:28]=1. The catalyst is [Cl-].C([N+]1C(C)=C(CCO)SC=1)C1C=CC=CC=1.C(O)C. The product is [F:26][C:27]1[N:32]2[CH:33]=[C:34]([CH:36]([NH:37][C:38]3[CH:43]=[CH:42][CH:41]=[C:40]([O:44][CH3:45])[CH:39]=3)[C:8]([C:10]3[C:18]4[C:13](=[CH:14][CH:15]=[CH:16][CH:17]=4)[NH:12][CH:11]=3)=[O:9])[N:35]=[C:31]2[CH:30]=[CH:29][CH:28]=1. The yield is 0.190.